The task is: Predict the reaction yield, written as a fraction of the theoretical maximum amount of product (1.0 means a 100% yield; for example, 0.34 means a 34% yield).. This data is from Reaction yield outcomes from USPTO patents with 853,638 reactions. (1) The reactants are [OH:1][C:2]1[CH:11]=[CH:10][C:5]2[C:6](=[O:9])[CH2:7][O:8][C:4]=2[C:3]=1[CH2:12][N:13]1[CH2:18][CH2:17][N:16]([C:19]([O:21][C:22]([CH3:25])([CH3:24])[CH3:23])=[O:20])[CH2:15][CH2:14]1.[Cl:26][C:27]1[N:32]=[C:31]2[NH:33][CH:34]=[C:35]([CH:36]=O)[C:30]2=[CH:29][CH:28]=1. The catalyst is CO.N1CCCCC1. The product is [Cl:26][C:27]1[N:32]=[C:31]2[NH:33][CH:34]=[C:35](/[CH:36]=[C:7]3\[O:8][C:4]4[C:3]([CH2:12][N:13]5[CH2:14][CH2:15][N:16]([C:19]([O:21][C:22]([CH3:25])([CH3:24])[CH3:23])=[O:20])[CH2:17][CH2:18]5)=[C:2]([OH:1])[CH:11]=[CH:10][C:5]=4[C:6]\3=[O:9])[C:30]2=[CH:29][CH:28]=1. The yield is 0.690. (2) The reactants are [CH2:1]([C:8]1[S:12][C:11]([NH2:13])=[N:10][C:9]=1[C:14]1[CH:19]=[CH:18][C:17]([O:20][CH3:21])=[CH:16][CH:15]=1)[C:2]1[CH:7]=[CH:6][CH:5]=[CH:4][CH:3]=1.[CH3:22][O:23][C:24]1[CH:25]=[C:26]([CH:30]=[CH:31][CH:32]=1)[C:27](Cl)=[O:28]. No catalyst specified. The product is [CH2:1]([C:8]1[S:12][C:11]([NH:13][C:27](=[O:28])[C:26]2[CH:30]=[CH:31][CH:32]=[C:24]([O:23][CH3:22])[CH:25]=2)=[N:10][C:9]=1[C:14]1[CH:15]=[CH:16][C:17]([O:20][CH3:21])=[CH:18][CH:19]=1)[C:2]1[CH:3]=[CH:4][CH:5]=[CH:6][CH:7]=1. The yield is 0.568. (3) The product is [C:1]([C:5]1[CH:24]=[C:23]([Cl:25])[CH:22]=[CH:21][C:6]=1[O:7][CH2:8][CH:9]1[CH2:10][N:11]([C:13](=[O:20])[CH2:14][C:15]([OH:17])=[O:16])[CH2:12]1)([CH3:4])([CH3:2])[CH3:3]. The catalyst is C1COCC1. The yield is 0.770. The reactants are [C:1]([C:5]1[CH:24]=[C:23]([Cl:25])[CH:22]=[CH:21][C:6]=1[O:7][CH2:8][CH:9]1[CH2:12][N:11]([C:13](=[O:20])[CH2:14][C:15]([O:17]CC)=[O:16])[CH2:10]1)([CH3:4])([CH3:3])[CH3:2].[OH-].[Li+].Cl. (4) The reactants are [CH2:1]=O.[CH2:3]([O:10][C:11]1[CH:16]=[CH:15][N:14]([C:17]2[CH:22]=[CH:21][C:20]([NH:23][CH2:24][CH2:25][N:26]([CH2:29][CH3:30])[CH2:27][CH3:28])=[CH:19][CH:18]=2)[C:13](=[O:31])[CH:12]=1)[C:4]1[CH:9]=[CH:8][CH:7]=[CH:6][CH:5]=1.[OH-].[Na+]. The catalyst is CO. The product is [CH2:27]([N:26]([CH2:29][CH3:30])[CH2:25][CH2:24][N:23]([CH3:1])[C:20]1[CH:19]=[CH:18][C:17]([N:14]2[CH:15]=[CH:16][C:11]([O:10][CH2:3][C:4]3[CH:9]=[CH:8][CH:7]=[CH:6][CH:5]=3)=[CH:12][C:13]2=[O:31])=[CH:22][CH:21]=1)[CH3:28]. The yield is 0.390. (5) The reactants are [OH:1][C:2]1[CH:7]=[CH:6][N:5]([C:8]2[S:9][C:10]([C:14]([OH:16])=O)=[C:11]([CH3:13])[N:12]=2)[C:4](=[O:17])[CH:3]=1.[F:18][C:19]1[CH:20]=[C:21]([CH2:25][NH2:26])[CH:22]=[CH:23][CH:24]=1. No catalyst specified. The product is [F:18][C:19]1[CH:20]=[C:21]([CH:22]=[CH:23][CH:24]=1)[CH2:25][NH:26][C:14]([C:10]1[S:9][C:8]([N:5]2[CH:6]=[CH:7][C:2]([OH:1])=[CH:3][C:4]2=[O:17])=[N:12][C:11]=1[CH3:13])=[O:16]. The yield is 0.440. (6) The reactants are O=[C:2]1[CH2:5][CH:4]([C:6]([O:8][CH3:9])=[O:7])[CH2:3]1.[CH3:10][C:11]1([CH3:32])[O:15][C@@H:14]2[C@@H:16]([CH2:29][NH:30][CH3:31])[O:17][C@@H:18]([N:19]3[CH:27]=[N:26][C:25]4[C:20]3=[N:21][CH:22]=[N:23][C:24]=4[NH2:28])[C@@H:13]2[O:12]1.[BH3-]C#N.[Na+]. The catalyst is CO. The product is [CH3:9][O:8][C:6]([CH:4]1[CH2:5][CH:2]([N:30]([CH2:29][C@@H:16]2[C@@H:14]3[C@@H:13]([O:12][C:11]([CH3:32])([CH3:10])[O:15]3)[C@H:18]([N:19]3[CH:27]=[N:26][C:25]4[C:20]3=[N:21][CH:22]=[N:23][C:24]=4[NH2:28])[O:17]2)[CH3:31])[CH2:3]1)=[O:7]. The yield is 0.630.